This data is from Forward reaction prediction with 1.9M reactions from USPTO patents (1976-2016). The task is: Predict the product of the given reaction. (1) Given the reactants [F:1][C:2]1[CH:3]=[CH:4][C:5]([O:28][CH3:29])=[C:6]([C:8]2[CH:13]=[CH:12][N:11]=[C:10]3[N:14]([S:18]([C:21]4[CH:27]=[CH:26][C:24]([CH3:25])=[CH:23][CH:22]=4)(=[O:20])=[O:19])[C:15](I)=[CH:16][C:9]=23)[CH:7]=1.CC1(C)C(C)(C)OB([C:38]2[CH2:39][CH:40]3[CH:44]([CH:45]=2)[CH2:43][C:42]2([O:49][CH2:48][CH2:47][O:46]2)[CH2:41]3)O1.C(=O)([O-])[O-].[Na+].[Na+], predict the reaction product. The product is: [F:1][C:2]1[CH:3]=[CH:4][C:5]([O:28][CH3:29])=[C:6]([C:8]2[CH:13]=[CH:12][N:11]=[C:10]3[N:14]([S:18]([C:21]4[CH:27]=[CH:26][C:24]([CH3:25])=[CH:23][CH:22]=4)(=[O:20])=[O:19])[C:15]([C:38]4[CH2:39][CH:40]5[CH:44]([CH:45]=4)[CH2:43][C:42]4([O:46][CH2:47][CH2:48][O:49]4)[CH2:41]5)=[CH:16][C:9]=23)[CH:7]=1. (2) The product is: [Cl:40][C:41]1[CH:42]=[C:43]([NH:44][C:38]([NH:37][C:35](=[O:36])[C:30]2[CH:29]=[C:28]([CH3:27])[CH:33]=[C:32]([CH3:34])[CH:31]=2)=[S:39])[CH:45]=[CH:46][C:47]=1[O:48][C:49]1[C:58]2[C:53](=[CH:54][C:55]([O:61][CH3:62])=[C:56]([O:59][CH3:60])[CH:57]=2)[N:52]=[CH:51][CH:50]=1. Given the reactants S(Cl)(Cl)=O.CC1C=C(C=C(C)C=1)C(O)=O.CC1C=C(C(Cl)=O)C=C(C)C=1.[CH3:27][C:28]1[CH:29]=[C:30]([C:35]([N:37]=[C:38]=[S:39])=[O:36])[CH:31]=[C:32]([CH3:34])[CH:33]=1.[Cl:40][C:41]1[CH:42]=[C:43]([CH:45]=[CH:46][C:47]=1[O:48][C:49]1[C:58]2[C:53](=[CH:54][C:55]([O:61][CH3:62])=[C:56]([O:59][CH3:60])[CH:57]=2)[N:52]=[CH:51][CH:50]=1)[NH2:44], predict the reaction product. (3) Given the reactants [NH2:1][C@H:2](C(O)=O)[CH2:3][C:4]1[C:12]2[C:7](=[CH:8][CH:9]=[CH:10][CH:11]=2)[NH:6][CH:5]=1.[Cr](O[Cr]([O-])(=O)=O)([O-])(=O)=O.[K+].[K+].[O-]S([O-])=O.[Na+].[Na+].[OH-].[Na+], predict the reaction product. The product is: [CH:4]([C:12]1[C:5]2[NH:6][C:7]3[C:12](=[CH:11][CH:10]=[CH:9][CH:8]=3)[C:4]=2[CH:3]=[CH:2][N:1]=1)([CH3:5])[CH3:3]. (4) Given the reactants C(O)(C(F)(F)F)=O.[N+:8]([O-:11])([O-])=[O:9].[K+].FC(F)(F)C(OC(=O)C(F)(F)F)=O.[F:26][C:27]1[C:28]([C:33]#[N:34])=[N:29][CH:30]=[CH:31][CH:32]=1.C([O-])(O)=O.[Na+], predict the reaction product. The product is: [F:26][C:27]1[C:28]([C:33]#[N:34])=[N:29][CH:30]=[C:31]([N+:8]([O-:11])=[O:9])[CH:32]=1. (5) Given the reactants OC[C:3]([NH:6][C:7](=[O:9])[CH3:8])([CH3:5])C.N1CC[CH:13]([CH2:16][OH:17])[CH2:12][CH2:11]1.CC#N.O.CC#N, predict the reaction product. The product is: [OH:17][CH2:16][CH:13]1[CH2:5][CH2:3][N:6]([C:7](=[O:9])[CH3:8])[CH2:11][CH2:12]1.